From a dataset of Forward reaction prediction with 1.9M reactions from USPTO patents (1976-2016). Predict the product of the given reaction. (1) Given the reactants CC1N(CC[C:9]2[CH:14]=[CH:13][C:12]([O:15][CH2:16][CH2:17][CH2:18][CH2:19][CH2:20][CH2:21][C:22]3[CH:27]=[CH:26][CH:25]=[CH:24][CH:23]=3)=[CH:11][CH:10]=2)C(C2C=CC(O)=CC=2)=CC=1.[OH:35][C@@H:36]([CH2:42][C:43]1[CH:48]=[CH:47][CH:46]=[CH:45][CH:44]=1)[C:37]([O:39][CH2:40][CH3:41])=[O:38].[C:62]1(P([C:62]2[CH:67]=[CH:66][CH:65]=[CH:64][CH:63]=2)[C:62]2[CH:67]=[CH:66][CH:65]=[CH:64][CH:63]=2)[CH:67]=[CH:66][CH:65]=[CH:64][CH:63]=1.N(C([N:80]1[CH2:85][CH2:84][CH2:83][CH2:82][CH2:81]1)=O)=NC([N:80]1[CH2:85][CH2:84][CH2:83][CH2:82][CH2:81]1)=O, predict the reaction product. The product is: [CH3:82][C:81]1[N:80]([C:9]2[CH:10]=[CH:11][C:12]([O:15][CH2:16][CH2:17][CH2:18][CH2:19][CH2:20][CH2:21][C:22]3[CH:23]=[CH:24][CH:25]=[CH:26][CH:27]=3)=[CH:13][CH:14]=2)[C:85]([C:62]2[CH:63]=[CH:64][C:65]([O:35][C@H:36]([CH2:42][C:43]3[CH:44]=[CH:45][CH:46]=[CH:47][CH:48]=3)[C:37]([O:39][CH2:40][CH3:41])=[O:38])=[CH:66][CH:67]=2)=[CH:84][CH:83]=1. (2) Given the reactants [C:1]([C:4]1[C:9]([C:10]2[CH:15]=[CH:14][CH:13]=[C:12]([F:16])[CH:11]=2)=[C:8]([N:17]([C:22]([O:24][CH3:25])=[O:23])[C:18]([O:20][CH3:21])=[O:19])[C:7]([CH3:26])=[C:6]([Cl:27])[CH:5]=1)(=O)[CH3:2].C([O-])(=O)C.[NH4+].C([BH3-])#[N:34].[Na+], predict the reaction product. The product is: [NH2:34][CH:1]([C:4]1[C:9]([C:10]2[CH:15]=[CH:14][CH:13]=[C:12]([F:16])[CH:11]=2)=[C:8]([N:17]([C:22]([O:24][CH3:25])=[O:23])[C:18]([O:20][CH3:21])=[O:19])[C:7]([CH3:26])=[C:6]([Cl:27])[CH:5]=1)[CH3:2]. (3) Given the reactants CS(O[CH2:6][CH:7]1[O:11][C:10](=[O:12])[N:9]([C:13]2[CH:22]=[C:21]3[C:16]([CH:17]=[C:18]([C:24]4[CH:29]=[CH:28][CH:27]=[CH:26][C:25]=4[C:30]([F:33])([F:32])[F:31])[NH:19][C:20]3=[O:23])=[CH:15][CH:14]=2)[CH2:8]1)(=O)=O.[N-:34]=[N+:35]=[N-:36].[Na+].O, predict the reaction product. The product is: [N:34]([CH2:6][CH:7]1[O:11][C:10](=[O:12])[N:9]([C:13]2[CH:22]=[C:21]3[C:16]([CH:17]=[C:18]([C:24]4[CH:29]=[CH:28][CH:27]=[CH:26][C:25]=4[C:30]([F:31])([F:32])[F:33])[NH:19][C:20]3=[O:23])=[CH:15][CH:14]=2)[CH2:8]1)=[N+:35]=[N-:36]. (4) Given the reactants [NH2:1][C:2]1[CH:3]=[C:4]([C:8]2[S:12][C:11]([C:13]3[CH:14]=[C:15]4[C:19](=[CH:20][CH:21]=3)[C:18](=[O:22])[N:17]([CH3:23])[CH2:16]4)=[CH:10][CH:9]=2)[CH:5]=[N:6][CH:7]=1.[F:24][C:25]([F:38])([F:37])[O:26][C:27]1[CH:28]=[C:29]([S:33](Cl)(=[O:35])=[O:34])[CH:30]=[CH:31][CH:32]=1, predict the reaction product. The product is: [CH3:23][N:17]1[CH2:16][C:15]2[C:19](=[CH:20][CH:21]=[C:13]([C:11]3[S:12][C:8]([C:4]4[CH:3]=[C:2]([NH:1][S:33]([C:29]5[CH:30]=[CH:31][CH:32]=[C:27]([O:26][C:25]([F:24])([F:37])[F:38])[CH:28]=5)(=[O:35])=[O:34])[CH:7]=[N:6][CH:5]=4)=[CH:9][CH:10]=3)[CH:14]=2)[C:18]1=[O:22]. (5) Given the reactants [CH2:1]([O:3][C:4]([C:6]1[N:7]=[C:8]([CH:11]=O)[S:9][CH:10]=1)=[O:5])[CH3:2].C(OP([CH2:21][C:22]1[CH:27]=[CH:26][CH:25]=[C:24]([C:28]([F:31])([F:30])[F:29])[CH:23]=1)(=O)OCC)C.C1COCC1.C(O[Na])(C)(C)C, predict the reaction product. The product is: [CH2:1]([O:3][C:4]([C:6]1[N:7]=[C:8](/[CH:11]=[CH:21]/[C:22]2[CH:27]=[CH:26][CH:25]=[C:24]([C:28]([F:29])([F:30])[F:31])[CH:23]=2)[S:9][CH:10]=1)=[O:5])[CH3:2]. (6) Given the reactants [Cl:1][C:2]1[C:3]([NH:12][S:13]([C:16]2[CH:25]=[CH:24][C:19]([C:20]([O:22]C)=[O:21])=[CH:18][CH:17]=2)(=[O:15])=[O:14])=[N:4][CH:5]=[C:6]([C:8]([F:11])([F:10])[F:9])[CH:7]=1.Cl.Cl[CH2:28][CH2:29][N:30]1[CH2:35][CH2:34][O:33][CH2:32][CH2:31]1.C([O-])([O-])=O.[Cs+].[Cs+].[Na+].[I-].Cl, predict the reaction product. The product is: [Cl:1][C:2]1[C:3]([N:12]([CH2:28][CH2:29][N:30]2[CH2:35][CH2:34][O:33][CH2:32][CH2:31]2)[S:13]([C:16]2[CH:17]=[CH:18][C:19]([C:20]([OH:22])=[O:21])=[CH:24][CH:25]=2)(=[O:14])=[O:15])=[N:4][CH:5]=[C:6]([C:8]([F:10])([F:11])[F:9])[CH:7]=1.